Dataset: Peptide-MHC class II binding affinity with 134,281 pairs from IEDB. Task: Regression. Given a peptide amino acid sequence and an MHC pseudo amino acid sequence, predict their binding affinity value. This is MHC class II binding data. (1) The peptide sequence is LVVLSELPDFLAKKG. The MHC is DRB1_0301 with pseudo-sequence DRB1_0301. The binding affinity (normalized) is 0.517. (2) The peptide sequence is ATTANVPPADKYKTF. The MHC is DRB1_0401 with pseudo-sequence DRB1_0401. The binding affinity (normalized) is 0.226. (3) The peptide sequence is KKTHISYIMLIFFVLMV. The binding affinity (normalized) is 0. The MHC is HLA-DQA10201-DQB10301 with pseudo-sequence HLA-DQA10201-DQB10301. (4) The peptide sequence is EPIAPYHFDLSGHAF. The MHC is HLA-DQA10501-DQB10301 with pseudo-sequence HLA-DQA10501-DQB10301. The binding affinity (normalized) is 0.470. (5) The peptide sequence is KKSALTLKGTSYKICTD. The MHC is DRB1_0404 with pseudo-sequence DRB1_0404. The binding affinity (normalized) is 0.465.